From a dataset of Forward reaction prediction with 1.9M reactions from USPTO patents (1976-2016). Predict the product of the given reaction. (1) The product is: [NH2:1][C:4]1[CH:5]=[C:6]([CH:22]=[CH:23][C:24]=1[NH2:25])[CH2:7][N:8]1[C:12]2[CH:13]=[C:14]([C:17]([O:19][CH3:20])=[O:18])[CH:15]=[CH:16][C:11]=2[O:10][C:9]1=[O:21]. Given the reactants [N+:1]([C:4]1[CH:5]=[C:6]([CH:22]=[CH:23][C:24]=1[N+:25]([O-])=O)[CH2:7][N:8]1[C:12]2[CH:13]=[C:14]([C:17]([O:19][CH3:20])=[O:18])[CH:15]=[CH:16][C:11]=2[O:10][C:9]1=[O:21])([O-])=O, predict the reaction product. (2) Given the reactants [Cl:1][C:2]1[N:7]=[C:6]([NH:8][C:9]2[CH:10]=[C:11]([CH2:15][CH2:16][C:17]3[CH:22]=[CH:21][N:20]=[C:19]([NH:23]C(=O)OC(C)(C)C)[CH:18]=3)[CH:12]=[CH:13][CH:14]=2)[C:5]([Cl:31])=[CH:4][N:3]=1.[ClH:32], predict the reaction product. The product is: [ClH:1].[ClH:32].[NH2:23][C:19]1[CH:18]=[C:17]([CH2:16][CH2:15][C:11]2[CH:10]=[C:9]([NH:8][C:6]3[C:5]([Cl:31])=[CH:4][N:3]=[C:2]([Cl:1])[N:7]=3)[CH:14]=[CH:13][CH:12]=2)[CH:22]=[CH:21][N:20]=1. (3) Given the reactants Cl[C:2]1[C:3]2[CH:14]=[C:13]([C:15]3[CH:20]=[CH:19][CH:18]=[CH:17][CH:16]=3)[CH:12]=[CH:11][C:4]=2[N:5]([CH3:10])[C:6](=[O:9])[CH2:7][N:8]=1.C(C1C=C(B(O)O)C=CC=1)=O.[Cl:32][C:33]1[CH:34]=[C:35](B(O)O)[CH:36]=[CH:37][C:38]=1[Cl:39], predict the reaction product. The product is: [Cl:32][C:33]1[CH:34]=[C:35]([C:2]2[C:3]3[CH:14]=[C:13]([C:15]4[CH:20]=[CH:19][CH:18]=[CH:17][CH:16]=4)[CH:12]=[CH:11][C:4]=3[N:5]([CH3:10])[C:6](=[O:9])[CH2:7][N:8]=2)[CH:36]=[CH:37][C:38]=1[Cl:39]. (4) Given the reactants [CH2:1]([C@H:8]1[C@H:12]([C:13]([OH:15])=[O:14])[O:11][C:10](=[O:16])[NH:9]1)[C:2]1[CH:7]=[CH:6][CH:5]=[CH:4][CH:3]=1.O=[C:18]1NCC(C(O)=O)O1.[OH-].[K+].Cl.[CH3:29][CH:30]([OH:32])[CH3:31], predict the reaction product. The product is: [C:30]([O:32][C:10]([NH:9][C@@H:8]([CH2:1][C:2]1[CH:7]=[CH:6][CH:5]=[CH:4][CH:3]=1)[C@@H:12]([OH:11])[C:13]([OH:15])=[O:14])=[O:16])([CH3:18])([CH3:31])[CH3:29]. (5) Given the reactants [H-].[Na+].[N:3]1[CH:8]=[CH:7][CH:6]=[C:5]([C:9]#[C:10][CH2:11][NH:12][C:13](=[O:19])[O:14][C:15]([CH3:18])([CH3:17])[CH3:16])[CH:4]=1.I[CH3:21], predict the reaction product. The product is: [CH3:21][N:12]([CH2:11][C:10]#[C:9][C:5]1[CH:4]=[N:3][CH:8]=[CH:7][CH:6]=1)[C:13](=[O:19])[O:14][C:15]([CH3:16])([CH3:18])[CH3:17]. (6) Given the reactants [C:1]([NH:9][C@@H:10]1[CH2:15][CH2:14][CH2:13][N:12]([C:16]2[N:21]=[C:20]([NH:22][C:23]3[CH:28]=[CH:27][C:26]([N:29]4[CH2:34][CH2:33][N:32](C(OCC5C=CC=CC=5)=O)[CH2:31][CH2:30]4)=[CH:25][CH:24]=3)[C:19]([C:45](=[O:47])[NH2:46])=[CH:18][CH:17]=2)[CH2:11]1)(=[O:8])[C:2]1[CH:7]=[CH:6][CH:5]=[CH:4][CH:3]=1, predict the reaction product. The product is: [C:1]([NH:9][C@@H:10]1[CH2:15][CH2:14][CH2:13][N:12]([C:16]2[CH:17]=[CH:18][C:19]([C:45]([NH2:46])=[O:47])=[C:20]([NH:22][C:23]3[CH:24]=[CH:25][C:26]([N:29]4[CH2:30][CH2:31][NH:32][CH2:33][CH2:34]4)=[CH:27][CH:28]=3)[N:21]=2)[CH2:11]1)(=[O:8])[C:2]1[CH:3]=[CH:4][CH:5]=[CH:6][CH:7]=1. (7) The product is: [C:13]([O:12][C:11]([N:10]([CH2:18][C:19]1([C:23]2[C:28]([F:29])=[CH:27][CH:26]=[CH:25][N:24]=2)[CH2:22][CH2:21][CH2:20]1)[C:7]1[N:8]=[N:9][C:4]([CH:1]2[N:2]=[C:35]([OH:36])[CH:34]([C:33]([O:32][CH2:30][CH3:31])=[O:41])[S:3]2)=[CH:5][CH:6]=1)=[O:17])([CH3:16])([CH3:15])[CH3:14]. Given the reactants [C:1]([C:4]1[N:9]=[N:8][C:7]([N:10]([CH2:18][C:19]2([C:23]3[C:28]([F:29])=[CH:27][CH:26]=[CH:25][N:24]=3)[CH2:22][CH2:21][CH2:20]2)[C:11](=[O:17])[O:12][C:13]([CH3:16])([CH3:15])[CH3:14])=[CH:6][CH:5]=1)(=[S:3])[NH2:2].[CH2:30]([O:32][C:33](=[O:41])[CH:34](Br)[C:35](OCC)=[O:36])[CH3:31], predict the reaction product.